From a dataset of Reaction yield outcomes from USPTO patents with 853,638 reactions. Predict the reaction yield, written as a fraction of the theoretical maximum amount of product (1.0 means a 100% yield; for example, 0.34 means a 34% yield). (1) The reactants are [CH3:1][O:2][C:3]1[CH:4]=[C:5]2[C:10](=[CH:11][C:12]=1[O:13][CH3:14])[N:9]=[CH:8][CH:7]=[C:6]2[O:15][C:16]1[CH:22]=[CH:21][C:19]([NH2:20])=[CH:18][CH:17]=1.C1(C)C=CC=CC=1.C(N(CC)CC)C.Cl[C:38](Cl)([O:40]C(=O)OC(Cl)(Cl)Cl)Cl.[F:49][C:50]1[CH:58]=[C:57]([F:59])[C:56]([F:60])=[CH:55][C:51]=1[CH:52]([OH:54])[CH3:53]. The catalyst is C(Cl)Cl. The product is [CH3:1][O:2][C:3]1[CH:4]=[C:5]2[C:10](=[CH:11][C:12]=1[O:13][CH3:14])[N:9]=[CH:8][CH:7]=[C:6]2[O:15][C:16]1[CH:22]=[CH:21][C:19]([NH:20][C:38](=[O:40])[O:54][CH:52]([C:51]2[CH:55]=[C:56]([F:60])[C:57]([F:59])=[CH:58][C:50]=2[F:49])[CH3:53])=[CH:18][CH:17]=1. The yield is 0.490. (2) The reactants are [CH2:1]([NH:8][CH2:9][C:10]1[CH2:16][N:15]([CH2:17][C:18](=[O:29])[NH:19][CH:20]2[CH2:24][C:23](=[O:25])[O:22][CH:21]2[O:26]CC)[C:14](=[O:30])[CH:13]([NH:31][C:32]([C:34]2[C:43]3[C:38](=[CH:39][CH:40]=[CH:41][CH:42]=3)[CH:37]=[CH:36][N:35]=2)=[O:33])[CH2:12][CH:11]=1)[C:2]1[CH:7]=[CH:6][CH:5]=[CH:4][CH:3]=1.C(O)(C(F)(F)F)=O. The catalyst is CC#N.O. The product is [CH2:1]([NH:8][CH2:9][C:10]1[CH2:16][N:15]([CH2:17][C:18](=[O:29])[NH:19][CH:20]2[CH2:24][C:23](=[O:25])[O:22][CH:21]2[OH:26])[C:14](=[O:30])[CH:13]([NH:31][C:32]([C:34]2[C:43]3[C:38](=[CH:39][CH:40]=[CH:41][CH:42]=3)[CH:37]=[CH:36][N:35]=2)=[O:33])[CH2:12][CH:11]=1)[C:2]1[CH:3]=[CH:4][CH:5]=[CH:6][CH:7]=1. The yield is 0.380. (3) The reactants are [C:1]1([Mg]Br)[CH:6]=[CH:5][CH:4]=[CH:3][CH:2]=1.[CH:9](=[O:13])/[CH:10]=[CH:11]/[CH3:12].[Cl-].[NH4+]. The catalyst is O1CCCC1.CCOCC. The product is [C:1]1([CH:9]([OH:13])[CH:10]=[CH:11][CH3:12])[CH:6]=[CH:5][CH:4]=[CH:3][CH:2]=1. The yield is 0.999. (4) The reactants are C[O:2][NH:3][S:4]([C:7]1[CH:12]=[CH:11][CH:10]=[CH:9][CH:8]=1)(=[O:6])=[O:5].B(Br)(Br)Br.CO.C1OC1C. The catalyst is ClCCl. The product is [OH:2][NH:3][S:4]([C:7]1[CH:12]=[CH:11][CH:10]=[CH:9][CH:8]=1)(=[O:5])=[O:6]. The yield is 0.800. (5) The yield is 0.360. The reactants are [F:1][C:2]1[CH:7]=[C:6]([F:8])[CH:5]=[CH:4][C:3]=1[CH2:9][CH2:10][C:11]1[CH:16]=[CH:15][C:14]([S:17]([C:20]2[CH:25]=[CH:24][C:23](F)=[CH:22][CH:21]=2)(=[O:19])=[O:18])=[CH:13][CH:12]=1.[C-:27]#[N:28].[Na+]. The catalyst is CS(C)=O. The product is [F:1][C:2]1[CH:7]=[C:6]([F:8])[CH:5]=[CH:4][C:3]=1[CH2:9][CH2:10][C:11]1[CH:12]=[CH:13][C:14]([S:17]([C:20]2[CH:25]=[CH:24][C:23]([C:27]#[N:28])=[CH:22][CH:21]=2)(=[O:18])=[O:19])=[CH:15][CH:16]=1. (6) The reactants are [N:1]1([C:7]2[CH:14]=[CH:13][C:10]([CH2:11]O)=[CH:9][CH:8]=2)[CH2:6][CH2:5][O:4][CH2:3][CH2:2]1.C(Cl)(Cl)=O.[CH3:19][O:20][C:21]1[CH:36]=[CH:35][C:24]([C:25]([NH:27][C:28]2[C:29]([NH2:34])=[CH:30][CH:31]=[CH:32][CH:33]=2)=[O:26])=[CH:23][CH:22]=1.N1C=CC=CC=1. The catalyst is C1(C)C=CC=CC=1.C(Cl)Cl. The product is [CH3:19][O:20][C:21]1[CH:22]=[CH:23][C:24]([C:25]([NH:27][C:28]2[C:29]([NH:34][CH2:11][C:10]3[CH:13]=[CH:14][C:7]([N:1]4[CH2:6][CH2:5][O:4][CH2:3][CH2:2]4)=[CH:8][CH:9]=3)=[CH:30][CH:31]=[CH:32][CH:33]=2)=[O:26])=[CH:35][CH:36]=1. The yield is 0.140. (7) The reactants are [CH2:1]([O:8][C:9]([N:11]1[CH2:15][CH2:14][CH:13]([O:16][C:17]2[CH:22]=[CH:21][C:20]([NH2:23])=[C:19]([CH2:24][S:25]([C:28]3[C:37]4[C:32](=[CH:33][CH:34]=[CH:35][CH:36]=4)[CH:31]=[CH:30][CH:29]=3)(=[O:27])=[O:26])[CH:18]=2)[CH2:12]1)=[O:10])[C:2]1[CH:7]=[CH:6][CH:5]=[CH:4][CH:3]=1.[N:38]([O-])=O.[Na+].C(=O)([O-])[O-].[Na+].[Na+]. The catalyst is C(O)C.Cl.O. The product is [CH2:1]([O:8][C:9]([N:11]1[CH2:15][CH2:14][CH:13]([O:16][C:17]2[CH:18]=[C:19]3[C:20](=[CH:21][CH:22]=2)[NH:23][N:38]=[C:24]3[S:25]([C:28]2[C:37]3[C:32](=[CH:33][CH:34]=[CH:35][CH:36]=3)[CH:31]=[CH:30][CH:29]=2)(=[O:27])=[O:26])[CH2:12]1)=[O:10])[C:2]1[CH:7]=[CH:6][CH:5]=[CH:4][CH:3]=1. The yield is 0.701. (8) The reactants are [CH3:1][O:2][C:3]1[CH:28]=[C:27]([C:29]2[S:30][C:31]3[CH2:37][CH2:36][CH2:35][CH2:34][C:32]=3[N:33]=2)[CH:26]=[CH:25][C:4]=1[O:5][CH2:6][CH2:7][CH2:8][O:9][C:10]1[CH:11]=[C:12]2[C:16](=[CH:17][CH:18]=1)[C@H:15]([CH2:19][C:20]([O:22][CH2:23][CH3:24])=[O:21])[CH2:14][CH2:13]2.C([O-])([O-])=O.[Cs+].[Cs+].I[CH2:45][CH2:46]C. The catalyst is CN(C=O)C.O. The product is [CH2:1]([O:2][C:3]1[CH:28]=[C:27]([C:29]2[S:30][C:31]3[CH2:37][CH2:36][CH2:35][CH2:34][C:32]=3[N:33]=2)[CH:26]=[CH:25][C:4]=1[O:5][CH2:6][CH2:7][CH2:8][O:9][C:10]1[CH:11]=[C:12]2[C:16](=[CH:17][CH:18]=1)[C@H:15]([CH2:19][C:20]([O:22][CH2:23][CH3:24])=[O:21])[CH2:14][CH2:13]2)[CH2:45][CH3:46]. The yield is 0.910. (9) The reactants are [F:1][C:2]([F:25])([F:24])[C:3]1[CH:4]=[C:5]([NH:13][C:14](=[O:23])[C:15]2[CH:20]=[C:19]([I:21])[CH:18]=[CH:17][C:16]=2[OH:22])[CH:6]=[C:7]([C:9]([F:12])([F:11])[F:10])[CH:8]=1.[CH3:26][O:27][CH2:28]Cl.C(=O)([O-])[O-].[K+].[K+].Cl. The catalyst is CC(C)=O. The product is [F:25][C:2]([F:1])([F:24])[C:3]1[CH:4]=[C:5]([NH:13][C:14](=[O:23])[C:15]2[CH:20]=[C:19]([I:21])[CH:18]=[CH:17][C:16]=2[O:22][CH2:26][O:27][CH3:28])[CH:6]=[C:7]([C:9]([F:10])([F:11])[F:12])[CH:8]=1. The yield is 0.763. (10) The catalyst is [Pd].C(O)C. The yield is 0.989. The reactants are [CH3:1][O:2][C:3]([C:5]1[C:9]([N+:10]([O-])=O)=[CH:8][NH:7][N:6]=1)=[O:4].N#N.[H][H]. The product is [CH3:1][O:2][C:3]([C:5]1[C:9]([NH2:10])=[CH:8][NH:7][N:6]=1)=[O:4].